Task: Regression. Given a peptide amino acid sequence and an MHC pseudo amino acid sequence, predict their binding affinity value. This is MHC class I binding data.. Dataset: Peptide-MHC class I binding affinity with 185,985 pairs from IEDB/IMGT (1) The peptide sequence is DTVNRTHQY. The MHC is HLA-A25:01 with pseudo-sequence HLA-A25:01. The binding affinity (normalized) is 0.683. (2) The peptide sequence is GGHGGSTFK. The MHC is HLA-B27:03 with pseudo-sequence HLA-B27:03. The binding affinity (normalized) is 0.0847. (3) The peptide sequence is KLKLKGTTY. The MHC is HLA-A03:01 with pseudo-sequence HLA-A03:01. The binding affinity (normalized) is 0.609. (4) The peptide sequence is RVRWRNYAL. The MHC is HLA-B08:01 with pseudo-sequence HLA-B08:01. The binding affinity (normalized) is 0.872.